From a dataset of Forward reaction prediction with 1.9M reactions from USPTO patents (1976-2016). Predict the product of the given reaction. (1) The product is: [CH3:39][C:40]1[N:45]=[C:44]([NH:46][C:24]([N:13]2[C@@H:14]3[CH2:18][N:17]([CH2:16][CH2:15]3)[C:11]3[CH:10]=[CH:9][C:8]([C:5]4[CH:6]=[N:7][C:2]([CH3:1])=[CH:3][CH:4]=4)=[N:19][C:12]2=3)=[O:30])[CH:43]=[N:42][CH:41]=1. Given the reactants [CH3:1][C:2]1[N:7]=[CH:6][C:5]([C:8]2[CH:9]=[CH:10][C:11]3[N:17]4[CH2:18][C@H:14]([CH2:15][CH2:16]4)[NH:13][C:12]=3[N:19]=2)=[CH:4][CH:3]=1.ClC(Cl)(O[C:24](=[O:30])OC(Cl)(Cl)Cl)Cl.C(N(CC)CC)C.[CH3:39][C:40]1[N:45]=[C:44]([NH2:46])[CH:43]=[N:42][CH:41]=1, predict the reaction product. (2) Given the reactants C[O:2][C:3]1[CH:8]=[CH:7][C:6]([C:9]2[C:14](=[O:15])[N:13]3[CH:16]=[CH:17][S:18][C:12]3=[N:11][C:10]=2[CH3:19])=[CH:5][CH:4]=1.Br, predict the reaction product. The product is: [OH:2][C:3]1[CH:4]=[CH:5][C:6]([C:9]2[C:14](=[O:15])[N:13]3[CH:16]=[CH:17][S:18][C:12]3=[N:11][C:10]=2[CH3:19])=[CH:7][CH:8]=1.